This data is from Forward reaction prediction with 1.9M reactions from USPTO patents (1976-2016). The task is: Predict the product of the given reaction. (1) Given the reactants [C:1]([O:5][C:6]([N:8]1[C:14](=[O:15])[C@@H:13]2[CH2:16][C@@H:9]1[C@@H:10](I)[CH2:11][C@@H:12]2[NH:17][C:18]([O:20][CH2:21][C:22]1[CH:27]=[CH:26][CH:25]=[CH:24][CH:23]=1)=[O:19])=[O:7])([CH3:4])([CH3:3])[CH3:2].CCCC[SnH](CCCC)CCCC.[CH:42]1[CH:47]=[CH:46][CH:45]=[CH:44][CH:43]=1, predict the reaction product. The product is: [C:1]([O:5][C:6]([N:8]1[C:14](=[O:15])[C:13]2([NH:8][C:6]([O:5][CH2:1][C:42]3[CH:47]=[CH:46][CH:45]=[CH:44][CH:43]=3)=[O:7])[CH2:16][CH:9]1[CH2:10][CH2:11][CH2:12]2)=[O:7])([CH3:4])([CH3:3])[CH3:2].[C:1]([O:5][C:6]([N:8]1[C:14](=[O:15])[C@@H:13]2[CH2:16][C@H:9]1[CH2:10][CH2:11][C@@H:12]2[NH:17][C:18]([O:20][CH2:21][C:22]1[CH:27]=[CH:26][CH:25]=[CH:24][CH:23]=1)=[O:19])=[O:7])([CH3:4])([CH3:2])[CH3:3]. (2) The product is: [Cl:30][C:31]1[CH:46]=[CH:45][C:34]([C:35]([C:37]2[N:41]([CH3:42])[CH:40]=[C:39]([CH:43]([OH:44])[C:2]3[N:3]=[CH:4][N:5]([C:7]([C:8]4[CH:13]=[CH:12][CH:11]=[CH:10][CH:9]=4)([C:20]4[CH:21]=[CH:22][CH:23]=[CH:24][CH:25]=4)[C:14]4[CH:15]=[CH:16][CH:17]=[CH:18][CH:19]=4)[CH:6]=3)[CH:38]=2)=[O:36])=[CH:33][CH:32]=1. Given the reactants I[C:2]1[N:3]=[CH:4][N:5]([C:7]([C:20]2[CH:25]=[CH:24][CH:23]=[CH:22][CH:21]=2)([C:14]2[CH:19]=[CH:18][CH:17]=[CH:16][CH:15]=2)[C:8]2[CH:13]=[CH:12][CH:11]=[CH:10][CH:9]=2)[CH:6]=1.C([Mg]Br)C.[Cl:30][C:31]1[CH:46]=[CH:45][C:34]([C:35]([C:37]2[N:41]([CH3:42])[CH:40]=[C:39]([CH:43]=[O:44])[CH:38]=2)=[O:36])=[CH:33][CH:32]=1.O, predict the reaction product.